Dataset: Forward reaction prediction with 1.9M reactions from USPTO patents (1976-2016). Task: Predict the product of the given reaction. (1) Given the reactants CS(O[CH2:6][CH2:7][N:8]1[CH:12]=[C:11]([C:13]2[CH:18]=[C:17]([C:19]([O:21]C)=[O:20])[CH:16]=[CH:15][N:14]=2)[N:10]=[CH:9]1)(=O)=O.[CH3:23][C:24]1[CH:25]=[C:26]([CH:30]=[CH:31][CH:32]=1)[CH2:27][NH:28][CH3:29], predict the reaction product. The product is: [CH3:29][N:28]([CH2:27][C:26]1[CH:30]=[CH:31][CH:32]=[C:24]([CH3:23])[CH:25]=1)[CH2:6][CH2:7][N:8]1[CH:12]=[C:11]([C:13]2[CH:18]=[C:17]([C:19]([OH:21])=[O:20])[CH:16]=[CH:15][N:14]=2)[N:10]=[CH:9]1. (2) The product is: [C:17]([O:20][CH2:16][C:12]1[CH:11]=[CH:10][C:9]([O:8][CH2:1][C:2]2[CH:7]=[CH:6][CH:5]=[CH:4][CH:3]=2)=[CH:14][N:13]=1)(=[O:19])[CH3:18]. Given the reactants [CH2:1]([O:8][C:9]1[CH:10]=[CH:11][C:12]([CH3:16])=[N+:13]([O-])[CH:14]=1)[C:2]1[CH:7]=[CH:6][CH:5]=[CH:4][CH:3]=1.[C:17]([O:20]C(=O)C)(=[O:19])[CH3:18], predict the reaction product. (3) Given the reactants C(OC(=O)[NH:7][C:8]1[CH:13]=[C:12]([N:14]([CH3:16])[CH3:15])[C:11]([C:17]([F:20])([F:19])[F:18])=[CH:10][C:9]=1[NH2:21])(C)(C)C.C(O[C:28](=[O:44])[CH2:29][C:30](=O)[C:31]1[CH:36]=[CH:35][CH:34]=[C:33]([C:37]2[N:42]=[CH:41][CH:40]=[CH:39][N:38]=2)[CH:32]=1)(C)(C)C, predict the reaction product. The product is: [CH3:15][N:14]([CH3:16])[C:12]1[C:11]([C:17]([F:18])([F:19])[F:20])=[CH:10][C:9]2[NH:21][C:28](=[O:44])[CH2:29][C:30]([C:31]3[CH:36]=[CH:35][CH:34]=[C:33]([C:37]4[N:38]=[CH:39][CH:40]=[CH:41][N:42]=4)[CH:32]=3)=[N:7][C:8]=2[CH:13]=1. (4) Given the reactants C([O:3][C:4](=[O:36])[CH:5]([O:33][CH2:34][CH3:35])[CH2:6][C:7]1[CH:12]=[CH:11][C:10]([O:13][CH2:14][CH2:15][N:16]([CH:18]2[C:24]3[CH:25]=[CH:26][CH:27]=[CH:28][C:23]=3[CH2:22][CH2:21][C:20]3[CH:29]=[CH:30][CH:31]=[CH:32][C:19]2=3)[CH3:17])=[CH:9][CH:8]=1)C.[OH-].[Na+], predict the reaction product. The product is: [CH:29]1[C:20]2[CH2:21][CH2:22][C:23]3[CH:28]=[CH:27][CH:26]=[CH:25][C:24]=3[CH:18]([N:16]([CH3:17])[CH2:15][CH2:14][O:13][C:10]3[CH:9]=[CH:8][C:7]([CH2:6][CH:5]([O:33][CH2:34][CH3:35])[C:4]([OH:36])=[O:3])=[CH:12][CH:11]=3)[C:19]=2[CH:32]=[CH:31][CH:30]=1. (5) Given the reactants O[CH2:2][C:3]([C:5]1[CH:10]=[CH:9][CH:8]=[CH:7][CH:6]=1)=[O:4].[C:11]([O-:14])([O-])=O.[K+].[K+].BrC[C:19]1[C:20]([CH2:25]Br)=[CH:21][CH:22]=[CH:23][CH:24]=1.[NH:27]1[CH2:31][CH2:30][CH2:29][CH2:28]1, predict the reaction product. The product is: [C:3]([C:5]1[CH:6]=[CH:7][C:8]([O:14][CH2:11][C:23]2[CH:24]=[CH:19][C:20]([CH2:25][N:27]3[CH2:31][CH2:30][CH2:29][CH2:28]3)=[CH:21][CH:22]=2)=[CH:9][CH:10]=1)(=[O:4])[CH3:2]. (6) Given the reactants [F:1][C:2]1[CH:7]=[CH:6][C:5]([C:8]2[N:9]([Si:19]([CH:26]([CH3:28])[CH3:27])([CH:23]([CH3:25])[CH3:24])[CH:20]([CH3:22])[CH3:21])[CH:10]=[CH:11][C:12]=2[C:13]2[CH:18]=[CH:17][N:16]=[CH:15][CH:14]=2)=[CH:4][CH:3]=1.[Br:29]N1C(=O)CCC1=O, predict the reaction product. The product is: [Br:29][C:11]1[C:12]([C:13]2[CH:18]=[CH:17][N:16]=[CH:15][CH:14]=2)=[C:8]([C:5]2[CH:4]=[CH:3][C:2]([F:1])=[CH:7][CH:6]=2)[N:9]([Si:19]([CH:23]([CH3:25])[CH3:24])([CH:26]([CH3:28])[CH3:27])[CH:20]([CH3:21])[CH3:22])[CH:10]=1. (7) Given the reactants C([N:8]1[C@H:16]2[C@H:11]([C:12]([CH3:18])([CH3:17])[CH2:13][CH2:14][CH2:15]2)[CH2:10][C:9]1=[O:19])C1C=CC=CC=1.N.[Li], predict the reaction product. The product is: [CH3:17][C:12]1([CH3:18])[CH2:13][CH2:14][CH2:15][C@@H:16]2[C@H:11]1[CH2:10][C:9](=[O:19])[NH:8]2.